This data is from Reaction yield outcomes from USPTO patents with 853,638 reactions. The task is: Predict the reaction yield, written as a fraction of the theoretical maximum amount of product (1.0 means a 100% yield; for example, 0.34 means a 34% yield). The reactants are [Cl:1][C:2]1[CH:3]=[C:4]2[N:28](S(C3C=CC(C)=CC=3)(=O)=O)[CH:27]=[CH:26][C:5]2=[N:6][C:7]=1[CH:8]([NH:10][C:11]1[N:16]=[C:15]([NH:17][C:18]2[CH:22]=[C:21]([CH:23]3[CH2:25][CH2:24]3)[NH:20][N:19]=2)[CH:14]=[CH:13][N:12]=1)[CH3:9].[OH-].[K+]. The catalyst is CO. The product is [Cl:1][C:2]1[CH:3]=[C:4]2[NH:28][CH:27]=[CH:26][C:5]2=[N:6][C:7]=1[CH:8]([NH:10][C:11]1[N:16]=[C:15]([NH:17][C:18]2[CH:22]=[C:21]([CH:23]3[CH2:24][CH2:25]3)[NH:20][N:19]=2)[CH:14]=[CH:13][N:12]=1)[CH3:9]. The yield is 0.260.